Dataset: Peptide-MHC class I binding affinity with 185,985 pairs from IEDB/IMGT. Task: Regression. Given a peptide amino acid sequence and an MHC pseudo amino acid sequence, predict their binding affinity value. This is MHC class I binding data. (1) The peptide sequence is IGISNRDFV. The MHC is H-2-Db with pseudo-sequence H-2-Db. The binding affinity (normalized) is 0.958. (2) The peptide sequence is DTLKVCIGY. The MHC is HLA-B15:01 with pseudo-sequence HLA-B15:01. The binding affinity (normalized) is 0.0847. (3) The peptide sequence is FQPQNGEFI. The MHC is H-2-Db with pseudo-sequence H-2-Db. The binding affinity (normalized) is 0.132. (4) The peptide sequence is ILALPILLAV. The MHC is HLA-A02:06 with pseudo-sequence HLA-A02:06. The binding affinity (normalized) is 0.632. (5) The peptide sequence is FHERGYVKL. The MHC is HLA-B57:01 with pseudo-sequence HLA-B57:01. The binding affinity (normalized) is 0.0847. (6) The peptide sequence is LMLHNPTSET. The MHC is HLA-A02:03 with pseudo-sequence HLA-A02:03. The binding affinity (normalized) is 0.223. (7) The peptide sequence is RPNNNTRKSI. The MHC is HLA-B15:03 with pseudo-sequence HLA-B15:03. The binding affinity (normalized) is 0.261. (8) The peptide sequence is CYNAVLTHV. The MHC is H-2-Kd with pseudo-sequence H-2-Kd. The binding affinity (normalized) is 0.997. (9) The peptide sequence is WTLVVLLI. The MHC is HLA-B53:01 with pseudo-sequence HLA-B53:01. The binding affinity (normalized) is 0.0216. (10) The peptide sequence is CFKEASFSK. The MHC is HLA-A31:01 with pseudo-sequence HLA-A31:01. The binding affinity (normalized) is 0.763.